Dataset: Forward reaction prediction with 1.9M reactions from USPTO patents (1976-2016). Task: Predict the product of the given reaction. (1) Given the reactants [NH2:1][C:2]1[CH:7]=[CH:6][C:5]([C:8]2[C:9]([NH2:19])=[N:10][C:11]([NH2:18])=[N:12][C:13]=2[CH:14]2[CH2:17][CH2:16][CH2:15]2)=[CH:4][CH:3]=1.[CH3:20][S:21]([C:24]1[CH:31]=[CH:30][C:27]([CH:28]=O)=[CH:26][CH:25]=1)(=[O:23])=[O:22].[BH3-]C#N.[Na+].CC(O)=O, predict the reaction product. The product is: [CH:14]1([C:13]2[N:12]=[C:11]([NH2:18])[N:10]=[C:9]([NH2:19])[C:8]=2[C:5]2[CH:4]=[CH:3][C:2]([NH:1][CH2:28][C:27]3[CH:26]=[CH:25][C:24]([S:21]([CH3:20])(=[O:23])=[O:22])=[CH:31][CH:30]=3)=[CH:7][CH:6]=2)[CH2:15][CH2:16][CH2:17]1. (2) Given the reactants [CH2:1]([O:3][C:4]1[CH:5]=[CH:6][C:7]([S:12][CH2:13][CH3:14])=[C:8]([NH:10][NH2:11])[CH:9]=1)[CH3:2].[NH2:15][C:16]1[C:24]([Br:25])=[CH:23][C:22]([C:26]([F:29])([F:28])[F:27])=[CH:21][C:17]=1[C:18](O)=[O:19].N[C:31]1C(C(NNC2C=C(C#N)C=CC=2SCC)=O)=CC(Br)=CN=1, predict the reaction product. The product is: [Br:25][C:24]1[CH:23]=[C:22]([C:26]([F:29])([F:28])[F:27])[CH:21]=[C:17]2[C:16]=1[N:15]=[CH:31][N:11]([NH:10][C:8]1[CH:9]=[C:4]([O:3][CH2:1][CH3:2])[CH:5]=[CH:6][C:7]=1[S:12][CH2:13][CH3:14])[C:18]2=[O:19]. (3) Given the reactants Br[CH2:2][C:3]1[CH:4]=[C:5]2[C:10](=[CH:11][CH:12]=1)[CH:9]=[C:8]([O:13][CH3:14])[CH:7]=[CH:6]2.[C-:15]#[N:16].[Na+], predict the reaction product. The product is: [CH3:14][O:13][C:8]1[CH:9]=[C:10]2[C:5](=[CH:6][CH:7]=1)[CH:4]=[C:3]([CH2:2][C:15]#[N:16])[CH:12]=[CH:11]2.